Dataset: Forward reaction prediction with 1.9M reactions from USPTO patents (1976-2016). Task: Predict the product of the given reaction. (1) Given the reactants [CH3:1][S:2][C:3]1[S:4][C:5]2[CH:11]=[C:10]([CH2:12][OH:13])[CH:9]=[CH:8][C:6]=2[N:7]=1.CC(OI1(OC(C)=O)(OC(C)=O)OC(=O)C2C=CC=CC1=2)=O.[O-]S([O-])=O.[Na+].[Na+].C([O-])(O)=O.[Na+], predict the reaction product. The product is: [CH3:1][S:2][C:3]1[S:4][C:5]2[CH:11]=[C:10]([CH:12]=[O:13])[CH:9]=[CH:8][C:6]=2[N:7]=1. (2) Given the reactants [O:1]1[CH2:6][CH2:5][N:4]([C:7]2[CH:13]=[CH:12][C:10]([NH2:11])=[CH:9][CH:8]=2)[CH2:3][CH2:2]1.[C:14]([C:16]1[CH:33]=[CH:32][C:19]2[NH:20][C:21]([C:23]3[CH:31]=[CH:30][C:26]([C:27]([O-])=[O:28])=[CH:25][CH:24]=3)=[N:22][C:18]=2[CH:17]=1)#[N:15], predict the reaction product. The product is: [C:14]([C:16]1[CH:33]=[CH:32][C:19]2[NH:20][C:21]([C:23]3[CH:31]=[CH:30][C:26]([C:27]([NH:11][C:10]4[CH:12]=[CH:13][C:7]([N:4]5[CH2:3][CH2:2][O:1][CH2:6][CH2:5]5)=[CH:8][CH:9]=4)=[O:28])=[CH:25][CH:24]=3)=[N:22][C:18]=2[CH:17]=1)#[N:15]. (3) Given the reactants C[O:2][C:3](=[O:30])[C:4]1[CH:9]=[CH:8][CH:7]=[CH:6][C:5]=1[N:10]1[C:14]([CH3:15])=[CH:13][C:12]([C:16](=[O:28])[NH:17][C:18]2[CH:23]=[CH:22][C:21]([S:24]([CH3:27])(=[O:26])=[O:25])=[CH:20][CH:19]=2)=[C:11]1[CH3:29].[Li+].[OH-], predict the reaction product. The product is: [CH3:27][S:24]([C:21]1[CH:20]=[CH:19][C:18]([NH:17][C:16]([C:12]2[CH:13]=[C:14]([CH3:15])[N:10]([C:5]3[CH:6]=[CH:7][CH:8]=[CH:9][C:4]=3[C:3]([OH:30])=[O:2])[C:11]=2[CH3:29])=[O:28])=[CH:23][CH:22]=1)(=[O:26])=[O:25]. (4) Given the reactants [OH:1][C:2]1[CH:9]=[CH:8][C:5]([CH:6]=[O:7])=[CH:4][CH:3]=1.C(=O)([O-])[O-].[K+].[K+].Cl[CH2:17][C@H:18]1[CH2:22][O:21][C:20]([CH3:24])([CH3:23])[O:19]1, predict the reaction product. The product is: [CH3:23][C:20]1([CH3:24])[O:19][C@@H:18]([CH2:17][O:1][C:2]2[CH:9]=[CH:8][C:5]([CH:6]=[O:7])=[CH:4][CH:3]=2)[CH2:22][O:21]1.